From a dataset of NCI-60 drug combinations with 297,098 pairs across 59 cell lines. Regression. Given two drug SMILES strings and cell line genomic features, predict the synergy score measuring deviation from expected non-interaction effect. (1) Drug 1: COC1=C(C=C2C(=C1)N=CN=C2NC3=CC(=C(C=C3)F)Cl)OCCCN4CCOCC4. Drug 2: C1CN1P(=S)(N2CC2)N3CC3. Cell line: UO-31. Synergy scores: CSS=33.6, Synergy_ZIP=0.678, Synergy_Bliss=2.95, Synergy_Loewe=-0.0191, Synergy_HSA=5.65. (2) Drug 1: CCC1=C2CN3C(=CC4=C(C3=O)COC(=O)C4(CC)O)C2=NC5=C1C=C(C=C5)O. Drug 2: CC1=C(C(=O)C2=C(C1=O)N3CC4C(C3(C2COC(=O)N)OC)N4)N. Cell line: HL-60(TB). Synergy scores: CSS=93.1, Synergy_ZIP=7.07, Synergy_Bliss=6.29, Synergy_Loewe=4.46, Synergy_HSA=8.75. (3) Drug 1: C1=CC(=C2C(=C1NCCNCCO)C(=O)C3=C(C=CC(=C3C2=O)O)O)NCCNCCO. Drug 2: C1CN(P(=O)(OC1)NCCCl)CCCl. Cell line: EKVX. Synergy scores: CSS=5.70, Synergy_ZIP=-9.83, Synergy_Bliss=-3.65, Synergy_Loewe=-36.9, Synergy_HSA=-4.47. (4) Drug 1: CC(C1=C(C=CC(=C1Cl)F)Cl)OC2=C(N=CC(=C2)C3=CN(N=C3)C4CCNCC4)N. Drug 2: CC1CCC2CC(C(=CC=CC=CC(CC(C(=O)C(C(C(=CC(C(=O)CC(OC(=O)C3CCCCN3C(=O)C(=O)C1(O2)O)C(C)CC4CCC(C(C4)OC)OCCO)C)C)O)OC)C)C)C)OC. Cell line: K-562. Synergy scores: CSS=59.0, Synergy_ZIP=4.61, Synergy_Bliss=4.98, Synergy_Loewe=2.92, Synergy_HSA=5.74.